Dataset: Full USPTO retrosynthesis dataset with 1.9M reactions from patents (1976-2016). Task: Predict the reactants needed to synthesize the given product. (1) Given the product [Cl:1][C:2]1[CH:3]=[CH:4][C:5]([C:8]2[C:17]3[C:12](=[CH:13][CH:14]=[C:15]([C:18]([NH:61][CH2:60][C:55]4[CH:56]=[CH:57][CH:58]=[CH:59][C:54]=4[O:53][CH3:52])=[O:20])[CH:16]=3)[CH:11]=[N:10][CH:9]=2)=[CH:6][CH:7]=1, predict the reactants needed to synthesize it. The reactants are: [Cl:1][C:2]1[CH:7]=[CH:6][C:5]([C:8]2[C:17]3[C:12](=[CH:13][CH:14]=[C:15]([C:18]([OH:20])=O)[CH:16]=3)[CH:11]=[N:10][CH:9]=2)=[CH:4][CH:3]=1.F[B-](F)(F)F.N1(OC(N(C)C)=[N+](C)C)C2C=CC=CC=2N=N1.C(N(CC)C(C)C)(C)C.[CH3:52][O:53][C:54]1[CH:59]=[CH:58][CH:57]=[CH:56][C:55]=1[CH2:60][NH2:61]. (2) Given the product [O:46]1[CH:45]=[CH:44][CH:43]=[C:42]1[CH2:41][NH:1][C@:2]12[CH2:37][CH2:36][C@@H:35]([C:38]([CH3:40])=[CH2:39])[C@@H:3]1[C@@H:4]1[C@@:17]([CH3:20])([CH2:18][CH2:19]2)[C@@:16]2([CH3:21])[C@@H:7]([C@:8]3([CH3:34])[C@@H:13]([CH2:14][CH2:15]2)[C:12]([CH3:23])([CH3:22])[C:11]([C:24]2[CH:25]=[CH:26][C:27]([C:28]([OH:30])=[O:29])=[CH:32][CH:33]=2)=[CH:10][CH2:9]3)[CH2:6][CH2:5]1, predict the reactants needed to synthesize it. The reactants are: [NH2:1][C@:2]12[CH2:37][CH2:36][C@@H:35]([C:38]([CH3:40])=[CH2:39])[C@@H:3]1[C@@H:4]1[C@@:17]([CH3:20])([CH2:18][CH2:19]2)[C@@:16]2([CH3:21])[C@@H:7]([C@:8]3([CH3:34])[C@@H:13]([CH2:14][CH2:15]2)[C:12]([CH3:23])([CH3:22])[C:11]([C:24]2[CH:33]=[CH:32][C:27]([C:28]([O:30]C)=[O:29])=[CH:26][CH:25]=2)=[CH:10][CH2:9]3)[CH2:6][CH2:5]1.[CH:41](=O)[C:42]1[O:46][CH:45]=[CH:44][CH:43]=1.C(O[BH-](OC(=O)C)OC(=O)C)(=O)C.[Na+].[Na]. (3) Given the product [CH3:28][C:29]1[N:8]([CH2:9][CH2:10][NH:11][C:12](=[O:18])[O:13][C:14]([CH3:17])([CH3:16])[CH3:15])[C:7]2[C:6]([CH3:19])=[C:5]([CH3:20])[N:4]=[C:3]([O:21][C:22]3[CH:23]=[CH:24][CH:25]=[CH:26][CH:27]=3)[C:2]=2[N:1]=1, predict the reactants needed to synthesize it. The reactants are: [NH2:1][C:2]1[C:3]([O:21][C:22]2[CH:27]=[CH:26][CH:25]=[CH:24][CH:23]=2)=[N:4][C:5]([CH3:20])=[C:6]([CH3:19])[C:7]=1[NH:8][CH2:9][CH2:10][NH:11][C:12](=[O:18])[O:13][C:14]([CH3:17])([CH3:16])[CH3:15].[C:28](OCC)(OCC)(OCC)[CH3:29].Cl.N1C=CC=CC=1.C1(C)C=CC=CC=1. (4) Given the product [F:17][C:14]([F:15])([F:16])[C:12]1[N:13]=[C:3]2[CH2:2][N:45]([CH2:44][C:41]3[CH:42]=[CH:43][C:38]([S:35]([C:31]4[CH:32]=[CH:33][CH:34]=[C:29]([C:28]([F:47])([F:27])[F:46])[CH:30]=4)(=[O:37])=[O:36])=[CH:39][CH:40]=3)[C:5](=[O:7])[C:4]2=[CH:10][CH:11]=1, predict the reactants needed to synthesize it. The reactants are: Br[CH2:2][C:3]1[N:13]=[C:12]([C:14]([F:17])([F:16])[F:15])[CH:11]=[CH:10][C:4]=1[C:5]([O:7]CC)=O.CCN(C(C)C)C(C)C.[F:27][C:28]([F:47])([F:46])[C:29]1[CH:30]=[C:31]([S:35]([C:38]2[CH:43]=[CH:42][C:41]([CH2:44][NH2:45])=[CH:40][CH:39]=2)(=[O:37])=[O:36])[CH:32]=[CH:33][CH:34]=1. (5) Given the product [ClH:59].[ClH:59].[O:23]1[C:27]2=[CH:28][N:29]=[C:30]([CH2:32][NH:1][CH:2]3[CH2:3][CH2:4][N:5]([CH2:8][CH2:9][N:10]4[C:19]5[C:14](=[CH:15][CH:16]=[C:17]([O:20][CH3:21])[CH:18]=5)[N:13]=[CH:12][C:11]4=[O:22])[CH2:6][CH2:7]3)[CH:31]=[C:26]2[CH2:25][CH2:24]1, predict the reactants needed to synthesize it. The reactants are: [NH2:1][CH:2]1[CH2:7][CH2:6][N:5]([CH2:8][CH2:9][N:10]2[C:19]3[C:14](=[CH:15][CH:16]=[C:17]([O:20][CH3:21])[CH:18]=3)[N:13]=[CH:12][C:11]2=[O:22])[CH2:4][CH2:3]1.[O:23]1[C:27]2=[CH:28][N:29]=[C:30]([CH:32]=O)[CH:31]=[C:26]2[CH2:25][CH2:24]1.C(O[BH-](OC(=O)C)OC(=O)C)(=O)C.[Na+].C(O[BH3-])(=O)C.C(=O)(O)[O-].[Na+].C(Cl)(Cl)[Cl:59]. (6) Given the product [OH:3][CH2:4][C:5]1[N:6]([CH2:14][CH2:15][C:16]([O:18][CH3:20])=[O:17])[C:7]2[C:12]([CH:13]=1)=[CH:11][CH:10]=[CH:9][CH:8]=2, predict the reactants needed to synthesize it. The reactants are: CN[O:3][CH2:4][C:5]1[N:6]([CH2:14][CH2:15][C:16]([OH:18])=[O:17])[C:7]2[C:12]([CH:13]=1)=[CH:11][CH:10]=[CH:9][CH:8]=2.N1C2C(=CC=CC=2)C=[C:20]1CO.CC([Si](Cl)(C)C)(C)C.N12CCCN=C1CCCCC2.C(OC)(=O)C=C. (7) Given the product [F:1][C:2]1[CH:7]=[CH:6][C:5]([C:8]2[CH:13]=[CH:12][N:11]=[CH:10][C:9]=2[N:14]([CH3:15])[C:31](=[O:32])[C:30]2[CH:29]=[C:28]([C:27]([F:42])([F:41])[F:26])[CH:36]=[C:35]([C:37]([F:40])([F:39])[F:38])[CH:34]=2)=[C:4]([CH3:16])[CH:3]=1, predict the reactants needed to synthesize it. The reactants are: [F:1][C:2]1[CH:7]=[CH:6][C:5]([C:8]2[CH:13]=[CH:12][N:11]=[CH:10][C:9]=2[NH:14][CH3:15])=[C:4]([CH3:16])[CH:3]=1.CCN(C(C)C)C(C)C.[F:26][C:27]([F:42])([F:41])[C:28]1[CH:29]=[C:30]([CH:34]=[C:35]([C:37]([F:40])([F:39])[F:38])[CH:36]=1)[C:31](Cl)=[O:32]. (8) Given the product [CH3:2][C:1]1[C:4]2=[C:12]([CH3:13])[N:22]([C:21]3[CH:23]=[CH:24][C:18]([O:17][C:16]([F:25])([F:26])[F:15])=[CH:19][CH:20]=3)[C:9]([CH3:10])=[C:5]2[C:6]([CH3:7])=[N:32][N:31]=1, predict the reactants needed to synthesize it. The reactants are: [C:1]([CH:4]([C:12](=O)[CH3:13])[CH:5]([C:9](=O)[CH3:10])[C:6](=O)[CH3:7])(=O)[CH3:2].[F:15][C:16]([F:26])([F:25])[O:17][C:18]1[CH:24]=[CH:23][C:21]([NH2:22])=[CH:20][CH:19]=1.CC(O)=O.[NH2:31][NH2:32].